Dataset: Forward reaction prediction with 1.9M reactions from USPTO patents (1976-2016). Task: Predict the product of the given reaction. (1) Given the reactants [Cl:1][C:2]1[C:3]([NH:15][CH3:16])=[CH:4][C:5]([O:13][CH3:14])=[C:6]([CH:12]=1)[C:7]([O:9]CC)=[O:8].[OH-].[Na+], predict the reaction product. The product is: [Cl:1][C:2]1[C:3]([NH:15][CH3:16])=[CH:4][C:5]([O:13][CH3:14])=[C:6]([CH:12]=1)[C:7]([OH:9])=[O:8]. (2) Given the reactants [Cl:1][C:2]1[C:3]([NH2:8])=[N:4][CH:5]=[CH:6][N:7]=1.C(=O)(O)[O-].[Na+].Br[CH2:15][C:16](=O)[C:17]([O:19][CH3:20])=[O:18].O, predict the reaction product. The product is: [Cl:1][C:2]1[C:3]2[N:4]([CH:15]=[C:16]([C:17]([O:19][CH3:20])=[O:18])[N:8]=2)[CH:5]=[CH:6][N:7]=1. (3) Given the reactants [C:1]([C:9]1[CH:14]=[CH:13][C:12]([B:15]([OH:17])[OH:16])=[CH:11][CH:10]=1)(=O)[C:2]1[CH:7]=[CH:6][CH:5]=[CH:4][CH:3]=1.Cl.[O:19]([NH2:21])[CH3:20], predict the reaction product. The product is: [CH3:20][O:19][N:21]=[C:1]([C:9]1[CH:14]=[CH:13][C:12]([B:15]([OH:17])[OH:16])=[CH:11][CH:10]=1)[C:2]1[CH:7]=[CH:6][CH:5]=[CH:4][CH:3]=1. (4) Given the reactants C([O:3][C:4](=[O:31])[CH2:5][S:6][C:7]1[S:11][C:10]([NH:12][C:13]([N:15]([CH2:24][CH:25]2[CH2:30][CH2:29][CH2:28][CH2:27][CH2:26]2)[C:16]2[CH:17]=[N:18][C:19]([O:22][CH3:23])=[CH:20][CH:21]=2)=[O:14])=[N:9][CH:8]=1)C.C1(N(C2C=CC(S(C)(=O)=O)=CC=2)C(=O)N(C)C2SC=C(CC(O)=O)N=2)CCCC1.C1(CNC2C=NC(OC)=CC=2)CCCCC1.C(OC(=O)CSC1SC(N)=NC=1)C, predict the reaction product. The product is: [CH:25]1([CH2:24][N:15]([C:16]2[CH:17]=[N:18][C:19]([O:22][CH3:23])=[CH:20][CH:21]=2)[C:13](=[O:14])[NH:12][C:10]2[S:11][C:7]([S:6][CH2:5][C:4]([OH:31])=[O:3])=[CH:8][N:9]=2)[CH2:30][CH2:29][CH2:28][CH2:27][CH2:26]1. (5) Given the reactants C1C2C(=O)C(C(O)=O)=CN(C3CC3)C=2C=C([N:8]2[CH2:13][CH2:12][NH:11][CH2:10][CH2:9]2)C=1F.Cl.[O:26]1[CH2:30]CCC1.[N+:31]([O-:34])([OH:33])=[O:32], predict the reaction product. The product is: [N+:31]([O-:34])([OH:33])=[O:32].[N:8]1[CH:9]=[CH:10][N:11]=[CH:12][C:13]=1[C:30]([NH2:31])=[O:26]. (6) Given the reactants [NH2:1][C:2]1[CH:10]=[CH:9][C:8]2[N:7]3[CH2:11][CH2:12][CH2:13][C:6]3=[CH:5][C:4]=2[C:3]=1[C:14]([O:16][CH3:17])=[O:15].[Br:18][C:19]1[CH:24]=[C:23]([F:25])[CH:22]=[CH:21][C:20]=1[S:26](Cl)(=[O:28])=[O:27], predict the reaction product. The product is: [Br:18][C:19]1[CH:24]=[C:23]([F:25])[CH:22]=[CH:21][C:20]=1[S:26]([NH:1][C:2]1[CH:10]=[CH:9][C:8]2[N:7]3[CH2:11][CH2:12][CH2:13][C:6]3=[CH:5][C:4]=2[C:3]=1[C:14]([O:16][CH3:17])=[O:15])(=[O:28])=[O:27]. (7) Given the reactants [F:1][C:2]([F:37])([C:33]([F:36])([F:35])[F:34])[C:3]([F:32])([F:31])[C:4]([F:30])([F:29])[C:5]([F:28])([F:27])[C:6]([F:26])([F:25])[C:7]([F:24])([F:23])[C:8]([F:22])([F:21])[CH2:9][CH2:10][CH2:11][CH2:12][CH2:13][CH2:14][CH2:15][CH2:16][CH2:17][CH2:18][CH2:19]O.[BrH:38].S(=O)(=O)(O)O, predict the reaction product. The product is: [Br:38][CH2:19][CH2:18][CH2:17][CH2:16][CH2:15][CH2:14][CH2:13][CH2:12][CH2:11][CH2:10][CH2:9][C:8]([F:21])([F:22])[C:7]([F:23])([F:24])[C:6]([F:25])([F:26])[C:5]([F:27])([F:28])[C:4]([F:29])([F:30])[C:3]([F:31])([F:32])[C:2]([F:1])([F:37])[C:33]([F:34])([F:35])[F:36]. (8) Given the reactants C(OC(=O)[NH:7][C@@H:8]1[C:16]2[C:11](=[CH:12][CH:13]=[CH:14][CH:15]=2)[CH2:10][C@@H:9]1[O:17][CH3:18])(C)(C)C.Cl.C(=O)([O-])[O-].[Na+].[Na+], predict the reaction product. The product is: [CH3:18][O:17][C@H:9]1[CH2:10][C:11]2[C:16](=[CH:15][CH:14]=[CH:13][CH:12]=2)[C@H:8]1[NH2:7]. (9) The product is: [Cl:1][C:2]1[CH:7]=[CH:6][C:5]([CH:8]([C:26]2[O:30][CH:29]=[N:28][CH:27]=2)[N:9]2[CH:14]=[CH:13][C:12]([C:15]3[CH:20]=[CH:19][N:18]=[C:17]([NH:38][CH:35]4[CH2:36][CH2:37][O:32][CH2:33][CH2:34]4)[N:16]=3)=[CH:11][C:10]2=[O:25])=[CH:4][C:3]=1[F:31]. Given the reactants [Cl:1][C:2]1[CH:7]=[CH:6][C:5]([CH:8]([C:26]2[O:30][CH:29]=[N:28][CH:27]=2)[N:9]2[CH:14]=[CH:13][C:12]([C:15]3[CH:20]=[CH:19][N:18]=[C:17](S(C)(=O)=O)[N:16]=3)=[CH:11][C:10]2=[O:25])=[CH:4][C:3]=1[F:31].[O:32]1[CH2:37][CH2:36][CH:35]([NH2:38])[CH2:34][CH2:33]1, predict the reaction product. (10) Given the reactants [OH:1][C:2]1[CH:7]=[CH:6][C:5](/[C:8](/[CH2:38][CH3:39])=[C:9](\[C:25]2[CH:30]=[CH:29][C:28](/[CH:31]=[CH:32]/[C:33]([O:35][CH2:36][CH3:37])=[O:34])=[CH:27][CH:26]=2)/[C:10]2[CH:11]=[C:12]3[C:16](=[CH:17][CH:18]=2)[N:15]([CH:19]2[CH2:24][CH2:23][CH2:22][CH2:21][O:20]2)[N:14]=[CH:13]3)=[CH:4][CH:3]=1.[CH3:40][O:41][CH2:42][CH2:43]O.C1(P(C2C=CC=CC=2)C2C=CC=CC=2)C=CC=CC=1, predict the reaction product. The product is: [CH3:40][O:41][CH2:42][CH2:43][O:1][C:2]1[CH:3]=[CH:4][C:5](/[C:8](/[CH2:38][CH3:39])=[C:9](\[C:25]2[CH:26]=[CH:27][C:28](/[CH:31]=[CH:32]/[C:33]([O:35][CH2:36][CH3:37])=[O:34])=[CH:29][CH:30]=2)/[C:10]2[CH:11]=[C:12]3[C:16](=[CH:17][CH:18]=2)[N:15]([CH:19]2[CH2:24][CH2:23][CH2:22][CH2:21][O:20]2)[N:14]=[CH:13]3)=[CH:6][CH:7]=1.